From a dataset of Full USPTO retrosynthesis dataset with 1.9M reactions from patents (1976-2016). Predict the reactants needed to synthesize the given product. (1) Given the product [NH3:14].[C:1]([OH:8])(=[O:7])[CH2:2][CH2:3][C:4]([OH:6])=[O:5].[CH3:9][C:10]1[S:19][C:18]2[C:17](=[O:20])[C:16]3[CH:21]=[CH:22][CH:23]=[CH:24][C:15]=3[N:14]=[C:13]([N:25]3[CH2:30][CH2:29][N:28]([CH3:39])[C@@H:27]([CH2:31][CH2:32][C:33]4[CH:38]=[CH:37][CH:36]=[CH:35][CH:34]=4)[CH2:26]3)[C:12]=2[CH:11]=1, predict the reactants needed to synthesize it. The reactants are: [C:1]([OH:8])(=[O:7])[CH2:2][CH2:3][C:4]([OH:6])=[O:5].[CH3:9][C:10]1[S:19][C:18]2[C:17](=[O:20])[C:16]3[CH:21]=[CH:22][CH:23]=[CH:24][C:15]=3[N:14]=[C:13]([N:25]3[CH2:30][CH2:29][NH:28][C@@H:27]([CH2:31][CH2:32][C:33]4[CH:38]=[CH:37][CH:36]=[CH:35][CH:34]=4)[CH2:26]3)[C:12]=2[CH:11]=1.[C:39](O[BH-](OC(=O)C)OC(=O)C)(=O)C.[Na+].C=O. (2) Given the product [C:11]([O:15][C:16](=[O:33])[CH2:17][CH2:18][C@H:19]([NH:22][C:23]([O:25][CH2:26][C:27]1[CH:32]=[CH:31][CH:30]=[CH:29][CH:28]=1)=[O:24])[CH:20]=[O:21])([CH3:14])([CH3:12])[CH3:13], predict the reactants needed to synthesize it. The reactants are: CS(C)=O.C(Cl)(=O)C(Cl)=O.[C:11]([O:15][C:16](=[O:33])[CH2:17][CH2:18][C@H:19]([NH:22][C:23]([O:25][CH2:26][C:27]1[CH:32]=[CH:31][CH:30]=[CH:29][CH:28]=1)=[O:24])[CH2:20][OH:21])([CH3:14])([CH3:13])[CH3:12].C(N(CC)CC)C. (3) Given the product [O:35]1[CH2:36][CH2:37][O:38][CH:34]1[CH2:33][CH2:32][CH2:31][C:27]1[CH:26]=[C:25]2[C:30](=[CH:29][CH:28]=1)[N:22]([C:20]([O:19][C:15]([CH3:18])([CH3:17])[CH3:16])=[O:21])[C:23]([C:2]1[C:10]3[C:5](=[CH:6][C:7]([C:11]([NH:13][CH3:14])=[O:12])=[CH:8][CH:9]=3)[NH:4][N:3]=1)=[CH:24]2, predict the reactants needed to synthesize it. The reactants are: I[C:2]1[C:10]2[C:5](=[CH:6][C:7]([C:11]([NH:13][CH3:14])=[O:12])=[CH:8][CH:9]=2)[NH:4][N:3]=1.[C:15]([O:19][C:20]([N:22]1[C:30]2[C:25](=[CH:26][C:27]([CH2:31][CH2:32][CH2:33][CH:34]3[O:38][CH2:37][CH2:36][O:35]3)=[CH:28][CH:29]=2)[CH:24]=[C:23]1B(O)O)=[O:21])([CH3:18])([CH3:17])[CH3:16].[Cl-].[Li+].C(=O)([O-])[O-].[Na+].[Na+].